This data is from Full USPTO retrosynthesis dataset with 1.9M reactions from patents (1976-2016). The task is: Predict the reactants needed to synthesize the given product. (1) Given the product [C:25]([C:26]([NH2:73])([CH2:27][CH2:28][CH2:29][CH2:30][CH2:31][CH2:32][CH2:33][CH2:34][CH2:35][CH2:36][CH2:37][CH2:38][CH3:39])[C:52]#[N:47])([O:24][CH3:23])=[O:41], predict the reactants needed to synthesize it. The reactants are: OCCCCCCCCCCCCCCC(O)=O.B(F)(F)F.[CH3:23][O:24][C:25](=[O:41])[CH2:26][CH2:27][CH2:28][CH2:29][CH2:30][CH2:31][CH2:32][CH2:33][CH2:34][CH2:35][CH2:36][CH2:37][CH2:38][CH2:39]O.[Cr](Cl)([O-])(=O)=O.[NH+:47]1[CH:52]=CC=CC=1.COC(=O)CCCCCCCCCCCCCC=O.[C-]#[N:73].[K+].[Cl-].[NH4+]. (2) Given the product [Cl:1][C:2]1[CH:9]=[C:8]([O:10][CH:12]2[CH2:13][CH2:14][CH2:15][CH2:16][O:11]2)[CH:7]=[CH:6][C:3]=1[CH:4]=[O:5], predict the reactants needed to synthesize it. The reactants are: [Cl:1][C:2]1[CH:9]=[C:8]([OH:10])[CH:7]=[CH:6][C:3]=1[CH:4]=[O:5].[O:11]1[CH:16]=[CH:15][CH2:14][CH2:13][CH2:12]1.C1(C)C=CC(S([O-])(=O)=O)=CC=1.[NH+]1C=CC=CC=1.C(=O)(O)[O-].[Na+]. (3) Given the product [C:24]([O:16][C:8]1[CH:7]=[C:6]2[C:11]([C@@H:3]([CH2:2][Cl:1])[CH2:4][N:5]2[C:17]([O:19][C:20]([CH3:23])([CH3:22])[CH3:21])=[O:18])=[C:10]2[S:12][C:13]([CH3:15])=[CH:14][C:9]=12)(=[O:26])[CH3:25], predict the reactants needed to synthesize it. The reactants are: [Cl:1][CH2:2][C@@H:3]1[C:11]2[C:6](=[CH:7][C:8]([OH:16])=[C:9]3[CH:14]=[C:13]([CH3:15])[S:12][C:10]3=2)[N:5]([C:17]([O:19][C:20]([CH3:23])([CH3:22])[CH3:21])=[O:18])[CH2:4]1.[C:24](Cl)(=[O:26])[CH3:25]. (4) Given the product [OH:5][CH2:4][C:3]1[CH:7]=[CH:8][CH:9]=[CH:10][C:2]=1[S:1][C:11]1[C:12]([CH2:13][OH:14])=[CH:16][CH:17]=[CH:18][CH:19]=1, predict the reactants needed to synthesize it. The reactants are: [S:1]([C:11]1[CH:19]=[CH:18][CH:17]=[CH:16][C:12]=1[C:13](O)=[O:14])[C:2]1[CH:10]=[CH:9][CH:8]=[CH:7][C:3]=1[C:4](O)=[O:5].B.O. (5) Given the product [NH2:11][C:10]1[N:15]([CH:12]([CH3:14])[CH3:13])[N:16]=[CH:4][C:5]=1[C:6]#[N:19], predict the reactants needed to synthesize it. The reactants are: C(O[CH:4]=[C:5]([C:10]#[N:11])[CH:6](O)C#N)C.[CH:12]([NH:15][NH2:16])([CH3:14])[CH3:13].C([N:19](CC)CC)C.